From a dataset of Aqueous solubility values for 9,982 compounds from the AqSolDB database. Regression/Classification. Given a drug SMILES string, predict its absorption, distribution, metabolism, or excretion properties. Task type varies by dataset: regression for continuous measurements (e.g., permeability, clearance, half-life) or binary classification for categorical outcomes (e.g., BBB penetration, CYP inhibition). For this dataset (solubility_aqsoldb), we predict Y. (1) The molecule is C[N+](C)(C)CCO.[OH-]. The Y is 0.603 log mol/L. (2) The molecule is Clc1cc(Cl)c(-c2cccc(Cl)c2Cl)c(Cl)c1. The Y is -7.40 log mol/L. (3) The molecule is Nc1ccn(C2CCC(CO)O2)c(=O)n1. The Y is -0.430 log mol/L.